The task is: Predict the reaction yield, written as a fraction of the theoretical maximum amount of product (1.0 means a 100% yield; for example, 0.34 means a 34% yield).. This data is from Reaction yield outcomes from USPTO patents with 853,638 reactions. (1) The reactants are [Br:1][C:2]1[CH:3]=[C:4]([C:8]2[O:9][C:10]([CH3:26])=[C:11]([CH2:13][CH2:14][O:15]S(C3C=CC(C)=CC=3)(=O)=O)[N:12]=2)[CH:5]=[CH:6][CH:7]=1.[CH2:27]([O:29][C:30](=[O:42])[C:31]([O:34][C:35]1[CH:40]=[CH:39][C:38](O)=[CH:37][CH:36]=1)([CH3:33])[CH3:32])[CH3:28].C([O-])([O-])=O.[Cs+].[Cs+]. The catalyst is CN(C=O)C. The product is [CH2:27]([O:29][C:30](=[O:42])[C:31]([O:34][C:35]1[CH:40]=[CH:39][C:38]([O:15][CH2:14][CH2:13][C:11]2[N:12]=[C:8]([C:4]3[CH:5]=[CH:6][CH:7]=[C:2]([Br:1])[CH:3]=3)[O:9][C:10]=2[CH3:26])=[CH:37][CH:36]=1)([CH3:33])[CH3:32])[CH3:28]. The yield is 0.440. (2) The reactants are [N:1]1([CH2:7][CH2:8][O:9][C:10]2[CH:11]=[C:12]3[C:17](=[CH:18][CH:19]=2)[CH:16]=[C:15]([C:20]2[C:28]4[C:23](=[CH:24][CH:25]=[C:26]([C:29]5[N:33]=[C:32](C(C6C=CC=CC=6)(C6C=CC=CC=6)C6C=CC=CC=6)[NH:31][N:30]=5)[CH:27]=4)[N:22](C4CCCCO4)[N:21]=2)[CH:14]=[CH:13]3)[CH2:6][CH2:5][CH2:4][CH2:3][CH2:2]1.Cl. The catalyst is CO. The product is [N:1]1([CH2:7][CH2:8][O:9][C:10]2[CH:11]=[C:12]3[C:17](=[CH:18][CH:19]=2)[CH:16]=[C:15]([C:20]2[C:28]4[C:23](=[CH:24][CH:25]=[C:26]([C:29]5[N:33]=[CH:32][NH:31][N:30]=5)[CH:27]=4)[NH:22][N:21]=2)[CH:14]=[CH:13]3)[CH2:2][CH2:3][CH2:4][CH2:5][CH2:6]1. The yield is 0.140. (3) The reactants are [Br:1][C:2]1[CH:3]=[N:4][N:5]2[C:10]([N:11]([CH2:19][CH:20]3[CH2:25][CH2:24][O:23][CH2:22][CH2:21]3)[C:12](=[O:18])[O:13][C:14]([CH3:17])([CH3:16])[CH3:15])=[CH:9][C:8](Cl)=[N:7][C:6]=12.CC(NC)C[CH:30]1[CH2:34][CH2:33][CH2:32][CH2:31]1.CC[N:39](C(C)C)C(C)C. The catalyst is C1COCC1.CCOC(C)=O.O. The product is [Br:1][C:2]1[CH:3]=[N:4][N:5]2[C:10]([N:11]([CH2:19][CH:20]3[CH2:25][CH2:24][O:23][CH2:22][CH2:21]3)[C:12](=[O:18])[O:13][C:14]([CH3:17])([CH3:16])[CH3:15])=[CH:9][C:8]([NH:39][CH:30]3[CH2:34][CH2:33][CH2:32][CH2:31]3)=[N:7][C:6]=12. The yield is 0.850. (4) The reactants are Br[C:2]1[CH:7]=[CH:6][C:5]([C:8]2[N:17]=[C:16]([NH:18][C:19]3[NH:20][N:21]=[C:22]([CH3:24])[CH:23]=3)[C:15]3[C:10](=[CH:11][CH:12]=[CH:13][CH:14]=3)[N:9]=2)=[CH:4][CH:3]=1.[C:25]1(B(O)O)[CH:30]=[CH:29][CH:28]=[CH:27][CH:26]=1.C([O-])([O-])=O.[Na+].[Na+].C1(P(C2C=CC=CC=2)C2C=CC=CC=2)C=CC=CC=1. The catalyst is C1COCC1.O.C([O-])(=O)C.[Pd+2].C([O-])(=O)C. The product is [C:2]1([C:25]2[CH:30]=[CH:29][CH:28]=[CH:27][CH:26]=2)[CH:7]=[CH:6][C:5]([C:8]2[N:17]=[C:16]([NH:18][C:19]3[NH:20][N:21]=[C:22]([CH3:24])[CH:23]=3)[C:15]3[C:10](=[CH:11][CH:12]=[CH:13][CH:14]=3)[N:9]=2)=[CH:4][CH:3]=1. The yield is 0.510. (5) The reactants are NC(N)=O.[C:5]([O:9][C:10]([NH:12][CH:13]([C:31]([OH:33])=[O:32])[CH2:14][CH2:15][CH2:16][CH2:17][NH:18][S:19]([C:22]1[C:27]([Cl:28])=[CH:26][CH:25]=[C:24]([NH2:29])[C:23]=1[OH:30])(=[O:21])=[O:20])=[O:11])([CH3:8])([CH3:7])[CH3:6].[Cl:34][C:35]1[CH:40]=[CH:39][CH:38]=[CH:37][C:36]=1[N:41]=[C:42]=[O:43]. No catalyst specified. The product is [C:5]([O:9][C:10]([NH:12][CH:13]([C:31]([OH:33])=[O:32])[CH2:14][CH2:15][CH2:16][CH2:17][NH:18][S:19]([C:22]1[C:23]([OH:30])=[C:24]([NH:29][C:42]([NH:41][C:36]2[CH:37]=[CH:38][CH:39]=[CH:40][C:35]=2[Cl:34])=[O:43])[CH:25]=[CH:26][C:27]=1[Cl:28])(=[O:20])=[O:21])=[O:11])([CH3:8])([CH3:6])[CH3:7]. The yield is 0.310. (6) The reactants are [Cl-].[CH2:2]([N+:9]1[C:13]2[CH:14]=[CH:15][CH:16]=[CH:17][C:12]=2[N:11]2[C:18]([CH3:21])=[CH:19][S:20][C:10]=12)[C:3]1[CH:8]=[CH:7][CH:6]=[CH:5][CH:4]=1.[CH3:22][O-:23].[Na+]. The catalyst is CO. The product is [CH2:2]([N:9]1[C:13]2[CH:14]=[CH:15][CH:16]=[CH:17][C:12]=2[N:11](/[C:18](/[CH3:21])=[CH:19]\[S:20][CH3:10])[C:22]1=[O:23])[C:3]1[CH:4]=[CH:5][CH:6]=[CH:7][CH:8]=1. The yield is 0.940. (7) The product is [Br:32][C:28]1[CH:27]=[C:26]([C:13]2[C:11]3[N:12]=[C:8]([NH2:7])[S:9][C:10]=3[CH:16]=[C:15]([CH2:17][C:19]3[CH:20]=[CH:21][C:22]([F:25])=[CH:23][CH:24]=3)[CH:14]=2)[CH:31]=[CH:30][CH:29]=1. The catalyst is C(O)(C(F)(F)F)=O.ClCCl. The yield is 0.650. The reactants are C(OC(=O)[NH:7][C:8]1[S:9][C:10]2[CH:16]=[C:15]([CH:17]([C:19]3[CH:24]=[CH:23][C:22]([F:25])=[CH:21][CH:20]=3)O)[CH:14]=[C:13]([C:26]3[CH:31]=[CH:30][CH:29]=[C:28]([Br:32])[CH:27]=3)[C:11]=2[N:12]=1)(C)(C)C.[SiH](CC)(CC)CC.C(Cl)Cl.CCCCCC.